This data is from Reaction yield outcomes from USPTO patents with 853,638 reactions. The task is: Predict the reaction yield, written as a fraction of the theoretical maximum amount of product (1.0 means a 100% yield; for example, 0.34 means a 34% yield). (1) The reactants are CC(C)([O-])C.[K+].[C:7]([CH2:9]P(=O)(OCC)OCC)#[N:8].[Cl:18][C:19]1[CH:24]=[CH:23][C:22]([S:25]([C:28]2([C:35]3[CH:40]=[C:39]([F:41])[CH:38]=[CH:37][C:36]=3[F:42])[CH2:33][CH2:32][C:31](=O)[CH2:30][CH2:29]2)(=[O:27])=[O:26])=[CH:21][CH:20]=1.C(OC(C)C)(=O)C. The catalyst is O1CCCC1.O. The product is [Cl:18][C:19]1[CH:20]=[CH:21][C:22]([S:25]([C:28]2([C:35]3[CH:40]=[C:39]([F:41])[CH:38]=[CH:37][C:36]=3[F:42])[CH2:29][CH2:30][C:31](=[CH:9][C:7]#[N:8])[CH2:32][CH2:33]2)(=[O:26])=[O:27])=[CH:23][CH:24]=1. The yield is 0.870. (2) The reactants are [N+:1]([C:4]1[CH:15]=[CH:14][C:7]2[NH:8][C:9](=[O:13])[CH2:10][CH2:11][CH2:12][C:6]=2[CH:5]=1)([O-:3])=[O:2].[H-].[Na+].[H][H].[CH:20](I)([CH3:22])[CH3:21]. The catalyst is CN(C=O)C.O. The product is [CH:20]([N:8]1[C:9](=[O:13])[CH2:10][CH2:11][CH2:12][C:6]2[CH:5]=[C:4]([N+:1]([O-:3])=[O:2])[CH:15]=[CH:14][C:7]1=2)([CH3:22])[CH3:21]. The yield is 0.790.